From a dataset of Tyrosyl-DNA phosphodiesterase HTS with 341,365 compounds. Binary Classification. Given a drug SMILES string, predict its activity (active/inactive) in a high-throughput screening assay against a specified biological target. (1) The drug is Brc1ccc(NC(=O)c2sccc2OS(=O)(=O)N(C)C)cc1. The result is 0 (inactive). (2) The compound is S(c1n(CCC(=O)N2CCCCC2)c(=O)c2c(n1)cccc2)CC(=O)NCc1ccccc1. The result is 0 (inactive). (3) The molecule is Brc1cc(c(/N=N\c2c(onc2C)C)cc1)C(O)=O. The result is 0 (inactive). (4) The compound is O(c1cc2c(c([nH]c2cc1)c1ccccc1)CCNC(=O)C)C. The result is 0 (inactive). (5) The molecule is Clc1cc(NC(=O)c2nn3c(cc(nc3c2)c2cc3OCOc3cc2)C(F)(F)F)c(O)cc1. The result is 0 (inactive).